Dataset: Catalyst prediction with 721,799 reactions and 888 catalyst types from USPTO. Task: Predict which catalyst facilitates the given reaction. (1) Reactant: [CH:1]1([N:7]([CH2:32][CH2:33][NH:34][CH2:35][CH2:36][C:37]2[CH:46]=[CH:45][C:44]([OH:47])=[C:43]3[C:38]=2[CH:39]=[CH:40][C:41](=[O:48])[NH:42]3)[C:8](=[O:31])[CH2:9][CH2:10][N:11]([CH2:22][CH2:23][C:24]2[CH:29]=[CH:28][CH:27]=[C:26]([F:30])[CH:25]=2)C(=O)OCC2C=CC=CC=2)[CH2:6][CH2:5][CH2:4][CH2:3][CH2:2]1.[H][H]. Product: [CH:1]1([N:7]([CH2:32][CH2:33][NH:34][CH2:35][CH2:36][C:37]2[CH:46]=[CH:45][C:44]([OH:47])=[C:43]3[C:38]=2[CH:39]=[CH:40][C:41](=[O:48])[NH:42]3)[C:8](=[O:31])[CH2:9][CH2:10][NH:11][CH2:22][CH2:23][C:24]2[CH:29]=[CH:28][CH:27]=[C:26]([F:30])[CH:25]=2)[CH2:6][CH2:5][CH2:4][CH2:3][CH2:2]1. The catalyst class is: 63. (2) Reactant: C[O:2][C:3](=[O:34])[CH2:4][C@@H:5]([N:17]1[CH2:25][C:24]2[C:19](=[C:20]([NH:27][C:28]([CH:30]3[CH2:32][CH2:31]3)=[O:29])[CH:21]=[CH:22][C:23]=2[Cl:26])[C:18]1=[O:33])[C:6]1[CH:11]=[CH:10][C:9]([O:12][CH3:13])=[C:8]([O:14][CH2:15][CH3:16])[CH:7]=1.[OH-].[Na+].O. Product: [Cl:26][C:23]1[CH:22]=[CH:21][C:20]([NH:27][C:28]([CH:30]2[CH2:31][CH2:32]2)=[O:29])=[C:19]2[C:24]=1[CH2:25][N:17]([C@@H:5]([C:6]1[CH:11]=[CH:10][C:9]([O:12][CH3:13])=[C:8]([O:14][CH2:15][CH3:16])[CH:7]=1)[CH2:4][C:3]([OH:34])=[O:2])[C:18]2=[O:33]. The catalyst class is: 1. (3) Reactant: [CH2:1]([O:8][C:9]([N:11]1[CH2:16][CH2:15][C:14]([CH:20]2[CH2:25][CH2:24][CH2:23][CH2:22][CH2:21]2)([C:17](O)=[O:18])[CH2:13][CH2:12]1)=[O:10])[C:2]1[CH:7]=[CH:6][CH:5]=[CH:4][CH:3]=1.C(Cl)(=O)C(Cl)=O.[C:32]([NH2:36])([CH3:35])([CH3:34])[CH3:33]. Product: [C:32]([NH:36][C:17]([C:14]1([CH:20]2[CH2:25][CH2:24][CH2:23][CH2:22][CH2:21]2)[CH2:15][CH2:16][N:11]([C:9]([O:8][CH2:1][C:2]2[CH:7]=[CH:6][CH:5]=[CH:4][CH:3]=2)=[O:10])[CH2:12][CH2:13]1)=[O:18])([CH3:35])([CH3:34])[CH3:33]. The catalyst class is: 59.